From a dataset of Forward reaction prediction with 1.9M reactions from USPTO patents (1976-2016). Predict the product of the given reaction. (1) Given the reactants [CH:1]1([C:4]2[N:13]=[C:12]([C:14]([F:17])([F:16])[F:15])[CH:11]=[CH:10][C:5]=2[C:6](OC)=[O:7])[CH2:3][CH2:2]1.[H-].[Al+3].[Li+].[H-].[H-].[H-].CCOC(C)=O.C(C(C(C([O-])=O)O)O)([O-])=O.[Na+].[K+], predict the reaction product. The product is: [CH:1]1([C:4]2[C:5]([CH2:6][OH:7])=[CH:10][CH:11]=[C:12]([C:14]([F:17])([F:15])[F:16])[N:13]=2)[CH2:3][CH2:2]1. (2) The product is: [F:9][C:10]1[CH:11]=[CH:12][C:13]([C:18]2[O:22][C:21]([C:23]3[CH:24]=[C:25]([CH:28]=[CH:29][CH:30]=3)[C:26]#[N:27])=[CH:20][CH:19]=2)=[N:14][CH:15]=1. Given the reactants C[Sn](C)C.C[Sn](C)C.[F:9][C:10]1[CH:11]=[CH:12][C:13](Br)=[N:14][CH:15]=1.Br[C:18]1[O:22][C:21]([C:23]2[CH:24]=[C:25]([CH:28]=[CH:29][CH:30]=2)[C:26]#[N:27])=[CH:20][CH:19]=1, predict the reaction product. (3) The product is: [CH2:32]([O:31][C:29]([N:6]([C:7]1[CH:20]=[CH:19][CH:18]=[CH:17][C:8]=1[CH2:9][N:10]1[CH2:15][CH2:14][CH2:13][O:12][C:11]1=[O:16])[S:3]([C:2]([F:1])([F:21])[F:22])(=[O:5])=[O:4])=[O:30])[CH2:33][CH3:34]. Given the reactants [F:1][C:2]([F:22])([F:21])[S:3]([NH:6][C:7]1[CH:20]=[CH:19][CH:18]=[CH:17][C:8]=1[CH2:9][N:10]1[CH2:15][CH2:14][CH2:13][O:12][C:11]1=[O:16])(=[O:5])=[O:4].C(=O)([O-])O.[Na+].Cl[C:29]([O:31][CH2:32][CH2:33][CH3:34])=[O:30].O, predict the reaction product. (4) The product is: [CH3:1][O:2][C:3]([C:5]1([C:8]2[CH:13]=[CH:12][C:11]([S:14]([Cl:18])(=[O:16])=[O:15])=[CH:10][CH:9]=2)[CH2:7][CH2:6]1)=[O:4]. Given the reactants [CH3:1][O:2][C:3]([C:5]1([C:8]2[CH:13]=[CH:12][CH:11]=[CH:10][CH:9]=2)[CH2:7][CH2:6]1)=[O:4].[S:14]([Cl:18])(=O)(=[O:16])[OH:15], predict the reaction product. (5) Given the reactants C([N:8]1[CH:12]=[C:11]([CH2:13][C:14]([F:17])([F:16])[F:15])[C:10]([CH3:18])=[N:9]1)C1C=CC=CC=1.Cl.[H][H], predict the reaction product. The product is: [CH3:18][C:10]1[C:11]([CH2:13][C:14]([F:16])([F:15])[F:17])=[CH:12][NH:8][N:9]=1. (6) Given the reactants [Cl:1][C:2]1[CH:28]=[CH:27][C:5]([O:6][C:7]2[CH:12]=[CH:11][C:10]([C:13]3[C:17]4[CH:18]=[C:19]([O:22]C)[CH:20]=[CH:21][C:16]=4[O:15][CH:14]=3)=[C:9]([CH2:24][CH2:25][CH3:26])[CH:8]=2)=[CH:4][CH:3]=1.B(Br)(Br)Br.C(=O)(O)[O-].[Na+], predict the reaction product. The product is: [Cl:1][C:2]1[CH:28]=[CH:27][C:5]([O:6][C:7]2[CH:12]=[CH:11][C:10]([C:13]3[C:17]4[CH:18]=[C:19]([OH:22])[CH:20]=[CH:21][C:16]=4[O:15][CH:14]=3)=[C:9]([CH2:24][CH2:25][CH3:26])[CH:8]=2)=[CH:4][CH:3]=1.